Dataset: Reaction yield outcomes from USPTO patents with 853,638 reactions. Task: Predict the reaction yield, written as a fraction of the theoretical maximum amount of product (1.0 means a 100% yield; for example, 0.34 means a 34% yield). (1) The reactants are CCN(C(C)C)C(C)C.[N:10]1([CH2:16][CH2:17][CH2:18][O:19][C:20]2[CH:25]=[CH:24][C:23]([CH:26]3[CH2:31][CH2:30][N:29]([C:32]4[CH2:33][CH2:34][C:35]5[N:36]([C:38]([C:41]([F:44])([F:43])[F:42])=[N:39][N:40]=5)[N:37]=4)[CH2:28][CH2:27]3)=[CH:22][CH:21]=2)[CH2:15][CH2:14][NH:13][CH2:12][CH2:11]1.[C:45](O)(=[O:47])[CH3:46].CN(C(ON1N=NC2C=CC=NC1=2)=[N+](C)C)C.F[P-](F)(F)(F)(F)F. The catalyst is CN(C=O)C. The product is [C:45]([N:13]1[CH2:12][CH2:11][N:10]([CH2:16][CH2:17][CH2:18][O:19][C:20]2[CH:21]=[CH:22][C:23]([CH:26]3[CH2:27][CH2:28][N:29]([C:32]4[CH2:33][CH2:34][C:35]5[N:36]([C:38]([C:41]([F:44])([F:43])[F:42])=[N:39][N:40]=5)[N:37]=4)[CH2:30][CH2:31]3)=[CH:24][CH:25]=2)[CH2:15][CH2:14]1)(=[O:47])[CH3:46]. The yield is 0.461. (2) The reactants are [Cl:1][C:2]1[CH:17]=[CH:16][C:5]([O:6][C:7]2[CH:12]=[CH:11][C:10]([CH2:13][CH2:14][NH2:15])=[CH:9][CH:8]=2)=[CH:4][C:3]=1[C:18]([F:21])([F:20])[F:19].[Cl:22][C:23]1[N:28]=[CH:27][C:26]([CH2:29][C:30]2[C:31](=[O:38])[N:32]=[C:33](SC)[NH:34][CH:35]=2)=[CH:25][CH:24]=1. The catalyst is C(O)C. The product is [Cl:22][C:23]1[N:28]=[CH:27][C:26]([CH2:29][C:30]2[C:31](=[O:38])[N:32]=[C:33]([NH:15][CH2:14][CH2:13][C:10]3[CH:11]=[CH:12][C:7]([O:6][C:5]4[CH:16]=[CH:17][C:2]([Cl:1])=[C:3]([C:18]([F:19])([F:20])[F:21])[CH:4]=4)=[CH:8][CH:9]=3)[NH:34][CH:35]=2)=[CH:25][CH:24]=1. The yield is 0.260. (3) The reactants are Cl.[F:2][C:3]1([F:13])[CH2:7][NH:6][C@H:5]([CH2:8][CH2:9][C:10]([OH:12])=[O:11])[CH2:4]1.Br[CH2:15][C:16]1[NH:21][C:20]([C:22]2[S:23][CH:24]=[CH:25][N:26]=2)=[N:19][C@@H:18]([C:27]2[CH:32]=[CH:31][C:30]([F:33])=[CH:29][C:28]=2[Cl:34])[C:17]=1[C:35]([O:37][CH3:38])=[O:36].[C:39](=O)([O-])[O-].[K+].[K+]. The catalyst is C(O)C. The product is [Cl:34][C:28]1[CH:29]=[C:30]([F:33])[CH:31]=[CH:32][C:27]=1[C@@H:18]1[N:19]=[C:20]([C:22]2[S:23][CH:24]=[CH:25][N:26]=2)[NH:21][C:16]([CH2:15][N:6]2[CH2:7][C:3]([F:2])([F:13])[CH2:4][C@H:5]2[CH2:8][CH2:9][C:10]([OH:12])=[O:11])=[C:17]1[C:35]([O:37][CH2:38][CH3:39])=[O:36]. The yield is 0.500. (4) The reactants are [C:1]1([C@H:7]([NH:65][C:66]([O:68][C@@H:69]2[CH:74]3[CH2:75][CH2:76][N:71]([CH2:72][CH2:73]3)[CH2:70]2)=[O:67])[C:8]2[CH:9]=[C:10]([CH:62]=[CH:63][CH:64]=2)[O:11][CH2:12][C:13]2[O:17][C:16]([C:18]([O:20][CH2:21][CH2:22][CH2:23][CH2:24][N:25]([CH2:33][C@@H:34]([C:43]3[CH:52]=[CH:51][C:50]([O:53]CC4C=CC=CC=4)=[C:49]4[C:44]=3[CH:45]=[CH:46][C:47](=[O:61])[NH:48]4)[O:35][Si:36]([C:39]([CH3:42])([CH3:41])[CH3:40])([CH3:38])[CH3:37])[C:26]([O:28][C:29]([CH3:32])([CH3:31])[CH3:30])=[O:27])=[O:19])=[CH:15][CH:14]=2)[CH:6]=[CH:5][CH:4]=[CH:3][CH:2]=1.C(O)=O. The catalyst is CO.CCOCC.CCOC(C)=O.[Pd]. The product is [CH:18]([OH:20])=[O:19].[C:1]1([C@H:7]([NH:65][C:66]([O:68][C@@H:69]2[CH:74]3[CH2:75][CH2:76][N:71]([CH2:72][CH2:73]3)[CH2:70]2)=[O:67])[C:8]2[CH:9]=[C:10]([CH:62]=[CH:63][CH:64]=2)[O:11][CH2:12][C:13]2[O:17][C:16]([C:18]([O:20][CH2:21][CH2:22][CH2:23][CH2:24][N:25]([C:26]([O:28][C:29]([CH3:30])([CH3:31])[CH3:32])=[O:27])[CH2:33][C@H:34]([O:35][Si:36]([C:39]([CH3:40])([CH3:41])[CH3:42])([CH3:38])[CH3:37])[C:43]3[CH:52]=[CH:51][C:50]([OH:53])=[C:49]4[C:44]=3[CH:45]=[CH:46][C:47](=[O:61])[NH:48]4)=[O:19])=[CH:15][CH:14]=2)[CH:2]=[CH:3][CH:4]=[CH:5][CH:6]=1. The yield is 0.970. (5) The reactants are [CH2:1]([N:8]1[CH2:12][CH2:11][C@H:10]([OH:13])[CH2:9]1)[C:2]1[CH:7]=[CH:6][CH:5]=[CH:4][CH:3]=1.N12CCN(CC1)CC2.[C:22]1([CH3:32])[CH:27]=[CH:26][C:25]([S:28](Cl)(=[O:30])=[O:29])=[CH:24][CH:23]=1. The catalyst is CC(OC)(C)C. The product is [CH2:1]([N:8]1[CH2:12][CH2:11][C@H:10]([O:13][S:28]([C:25]2[CH:26]=[CH:27][C:22]([CH3:32])=[CH:23][CH:24]=2)(=[O:30])=[O:29])[CH2:9]1)[C:2]1[CH:3]=[CH:4][CH:5]=[CH:6][CH:7]=1. The yield is 0.940. (6) The reactants are [O:1]=[C:2]1[C@H:13]([CH2:14][C:15]([O:17]C(C)(C)C)=[O:16])[CH2:12][CH:11]=[CH:10][CH2:9][CH2:8][C:7](=[O:22])[O:6][C@H:5]([C:23]2[CH:28]=[CH:27][CH:26]=[CH:25][CH:24]=2)[CH2:4][NH:3]1.FC(F)(F)C(O)=O. The catalyst is C(Cl)Cl. The product is [O:1]=[C:2]1[C@H:13]([CH2:14][C:15]([OH:17])=[O:16])[CH2:12][CH:11]=[CH:10][CH2:9][CH2:8][C:7](=[O:22])[O:6][C@H:5]([C:23]2[CH:28]=[CH:27][CH:26]=[CH:25][CH:24]=2)[CH2:4][NH:3]1. The yield is 1.00. (7) The reactants are Cl.[CH2:2]([C@H:4]1[CH2:8][NH:7][CH2:6][C@H:5]1[C:9]1[N:13]2[C:14]3[CH:20]=[CH:19][N:18](S(C4C=CC(C)=CC=4)(=O)=O)[C:15]=3[N:16]=[CH:17][C:12]2=[N:11][N:10]=1)[CH3:3].CCN(C(C)C)C(C)C.C1N=CN([C:45]([N:47]2C=N[CH:49]=[CH:48]2)=[O:46])C=1.NCC1[CH2:59][CH2:58][O:57][CH2:56][CH2:55]1. The catalyst is C1COCC1.CN(C1C=CN=CC=1)C. The product is [CH2:2]([C@H:4]1[C@@H:5]([C:9]2[N:13]3[C:14]4[CH:20]=[CH:19][NH:18][C:15]=4[N:16]=[CH:17][C:12]3=[N:11][N:10]=2)[CH2:6][N:7]([C:45]([NH:47][CH2:48][CH:49]2[CH2:59][CH2:58][O:57][CH2:56][CH2:55]2)=[O:46])[CH2:8]1)[CH3:3]. The yield is 0.100. (8) The reactants are [CH3:1][C@H:2]([NH:7][C:8]([C:10]1[C:18]2[C:13](=[N:14][CH:15]=[C:16](Br)[N:17]=2)[N:12]([CH2:20][O:21][CH2:22][CH2:23][Si:24]([CH3:27])([CH3:26])[CH3:25])[CH:11]=1)=[O:9])[C:3]([CH3:6])([CH3:5])[CH3:4].[CH3:28][N:29]1[CH:33]=[C:32](B2OC(C)(C)C(C)(C)O2)[CH:31]=[N:30]1.C(=O)([O-])[O-].[K+].[K+].C(=O)(O)[O-].[Na+]. The catalyst is C1(P(C2C=CC=CC=2)C2C=CC=CC=2)C=CC=CC=1.C1(P(C2C=CC=CC=2)C2C=CC=CC=2)C=CC=CC=1.C1(P(C2C=CC=CC=2)C2C=CC=CC=2)C=CC=CC=1.C1(P(C2C=CC=CC=2)C2C=CC=CC=2)C=CC=CC=1.[Pd].C(OCC)(=O)C.O.O1CCOCC1. The product is [CH3:1][C@H:2]([NH:7][C:8]([C:10]1[C:18]2[C:13](=[N:14][CH:15]=[C:16]([C:32]3[CH:31]=[N:30][N:29]([CH3:28])[CH:33]=3)[N:17]=2)[N:12]([CH2:20][O:21][CH2:22][CH2:23][Si:24]([CH3:27])([CH3:26])[CH3:25])[CH:11]=1)=[O:9])[C:3]([CH3:6])([CH3:5])[CH3:4]. The yield is 0.880. (9) The reactants are [CH2:1]([Li])CCC.CCCCCC.Br[C:13]1[CH:14]=[CH:15][C:16]([Cl:34])=[C:17]([CH:33]=1)[CH2:18][C:19]1[CH:32]=[CH:31][C:22]([O:23][Si](C(C)(C)C)(C)C)=[CH:21][CH:20]=1.C[Si](C)(C)[O:37][C@@H:38]1[C@@H:43]([O:44][Si](C)(C)C)[C@H:42]([O:49][Si](C)(C)C)[C@@H:41]([CH2:54][O:55][Si](C)(C)C)[O:40][C:39]1=[O:60]. The catalyst is C1COCC1.C1(C)C=CC=CC=1. The product is [Cl:34][C:16]1[CH:15]=[CH:14][C:13]([C@@:39]2([O:60][CH3:1])[C@H:38]([OH:37])[C@@H:43]([OH:44])[C@H:42]([OH:49])[C@@H:41]([CH2:54][OH:55])[O:40]2)=[CH:33][C:17]=1[CH2:18][C:19]1[CH:20]=[CH:21][C:22]([OH:23])=[CH:31][CH:32]=1. The yield is 0.330.